From a dataset of Forward reaction prediction with 1.9M reactions from USPTO patents (1976-2016). Predict the product of the given reaction. (1) The product is: [CH3:29][C:26]1([CH3:30])[C:25]2[C:20]([O:19][C:16]3[N:15]=[CH:14][C:13]([NH:12][C:10](=[O:11])[C:9]([CH3:32])([CH3:31])[NH2:5])=[CH:18][CH:17]=3)=[CH:21][CH:22]=[CH:23][C:24]=2[O:28][CH2:27]1. Given the reactants CC([N:5]([C:9]([CH3:32])([CH3:31])[C:10]([NH:12][C:13]1[CH:14]=[N:15][C:16]([O:19][C:20]2[C:25]3[C:26]([CH3:30])([CH3:29])[CH2:27][O:28][C:24]=3[CH:23]=[CH:22][CH:21]=2)=[CH:17][CH:18]=1)=[O:11])C(=O)[O-])(C)C.C(O)(C(F)(F)F)=O, predict the reaction product. (2) Given the reactants [Br-:1].[Br-].C1(P(C2C=CC=CC=2)C2C=CC=CC=2)C=CC=CC=1.C(#N)C.[O:25]1[C:29]2[CH:30]=[CH:31][CH:32]=[CH:33][C:28]=2[C:27]([CH2:34][CH2:35]O)=[CH:26]1, predict the reaction product. The product is: [Br:1][CH2:35][CH2:34][C:27]1[C:28]2[CH:33]=[CH:32][CH:31]=[CH:30][C:29]=2[O:25][CH:26]=1. (3) Given the reactants [CH3:1][C:2]1([C:5]2[NH:9][C:8]3[CH:10]=[CH:11][CH:12]=[CH:13][C:7]=3[N:6]=2)[CH2:4][CH2:3]1.Br[CH2:15][C:16]1[CH:35]=[CH:34][C:19]2/[C:20](=[C:30](/[CH3:33])\[C:31]#[N:32])/[C:21]3[CH:28]=[CH:27][C:26]([F:29])=[CH:25][C:22]=3[O:23][CH2:24][C:18]=2[CH:17]=1, predict the reaction product. The product is: [F:29][C:26]1[CH:27]=[CH:28][C:21]2=[C:22]([CH:25]=1)[O:23][CH2:24][C:18]1[CH:17]=[C:16]([CH2:15][N:9]3[C:8]4[CH:10]=[CH:11][CH:12]=[CH:13][C:7]=4[N:6]=[C:5]3[C:2]3([CH3:1])[CH2:4][CH2:3]3)[CH:35]=[CH:34][C:19]=1/[C:20]/2=[C:30](/[CH3:33])\[C:31]#[N:32]. (4) Given the reactants C([NH:5][S:6]([C:9]1[C:10]([CH:38]([F:40])[F:39])=[N:11][CH:12]=[C:13]([C:15]2[N:20]3[CH:21]=[CH:22][C:23]([C:24]4[CH:29]=[CH:28][CH:27]=[CH:26][CH:25]=4)=[C:19]3[C:18]([NH:30][CH2:31][C:32]3[CH:37]=[CH:36][CH:35]=[CH:34][N:33]=3)=[N:17][N:16]=2)[CH:14]=1)(=[O:8])=[O:7])(C)(C)C.C(O)(C(F)(F)F)=O, predict the reaction product. The product is: [F:40][CH:38]([F:39])[C:10]1[C:9]([S:6]([NH2:5])(=[O:7])=[O:8])=[CH:14][C:13]([C:15]2[N:20]3[CH:21]=[CH:22][C:23]([C:24]4[CH:25]=[CH:26][CH:27]=[CH:28][CH:29]=4)=[C:19]3[C:18]([NH:30][CH2:31][C:32]3[CH:37]=[CH:36][CH:35]=[CH:34][N:33]=3)=[N:17][N:16]=2)=[CH:12][N:11]=1. (5) Given the reactants [O:1]1[C:5]2[CH:6]=[CH:7][C:8]([C:10]3([C:13]([NH:15][C:16]4[CH:17]=[N:18][C:19](Br)=[CH:20][CH:21]=4)=[O:14])[CH2:12][CH2:11]3)=[CH:9][C:4]=2[O:3][CH2:2]1.CC1(C)C2C(=C(P(C3C=CC=CC=3)C3C=CC=CC=3)C=CC=2)OC2C(P(C3C=CC=CC=3)C3C=CC=CC=3)=CC=CC1=2.C(Cl)Cl.[CH3:68][O:69][C:70]1[CH:76]=[CH:75][CH:74]=[CH:73][C:71]=1[NH2:72], predict the reaction product. The product is: [O:1]1[C:5]2[CH:6]=[CH:7][C:8]([C:10]3([C:13]([NH:15][C:16]4[CH:17]=[N:18][C:19]([NH:72][C:71]5[CH:73]=[CH:74][CH:75]=[CH:76][C:70]=5[O:69][CH3:68])=[CH:20][CH:21]=4)=[O:14])[CH2:12][CH2:11]3)=[CH:9][C:4]=2[O:3][CH2:2]1. (6) Given the reactants C[O:2][C:3]1[CH:26]=[CH:25][C:6]([CH2:7][CH2:8][C:9]2[CH:10]=[N:11][C:12]3[C:17]([CH:18]=2)=[C:16]2[CH:19]=[CH:20][C:21]([CH3:23])=[CH:22][C:15]2=[N:14][C:13]=3[NH2:24])=[C:5]([CH3:27])[CH:4]=1.B(Br)(Br)Br, predict the reaction product. The product is: [NH2:24][C:13]1[C:12]2[N:11]=[CH:10][C:9]([CH2:8][CH2:7][C:6]3[CH:25]=[CH:26][C:3]([OH:2])=[CH:4][C:5]=3[CH3:27])=[CH:18][C:17]=2[C:16]2[CH:19]=[CH:20][C:21]([CH3:23])=[CH:22][C:15]=2[N:14]=1. (7) Given the reactants F[C:2]1[CH:7]=[CH:6][C:5]([F:8])=[CH:4][C:3]=1[N+:9]([O-:11])=[O:10].Cl.C([O:15][C:16](=[O:20])[C@H:17]([CH3:19])[NH2:18])C.[CH2:21](N(CC)CC)[CH3:22], predict the reaction product. The product is: [CH2:21]([N:18]([C:2]1[CH:7]=[CH:6][C:5]([F:8])=[CH:4][C:3]=1[N+:9]([O-:11])=[O:10])[C@H:17]([C:16]([OH:15])=[O:20])[CH3:19])[CH3:22].